Dataset: Full USPTO retrosynthesis dataset with 1.9M reactions from patents (1976-2016). Task: Predict the reactants needed to synthesize the given product. Given the product [CH3:1][S:2][CH2:5][C:6]1[O:10][C:9]([CH2:11][N:12]([CH2:25][C:26]([F:29])([F:28])[F:27])[C:13]2[CH:20]=[CH:19][C:16]([C:17]#[N:18])=[C:15]([C:21]([F:24])([F:23])[F:22])[CH:14]=2)=[CH:8][CH:7]=1, predict the reactants needed to synthesize it. The reactants are: [CH3:1][S-:2].[Na+].Cl[CH2:5][C:6]1[O:10][C:9]([CH2:11][N:12]([CH2:25][C:26]([F:29])([F:28])[F:27])[C:13]2[CH:20]=[CH:19][C:16]([C:17]#[N:18])=[C:15]([C:21]([F:24])([F:23])[F:22])[CH:14]=2)=[CH:8][CH:7]=1.